Task: Predict the product of the given reaction.. Dataset: Forward reaction prediction with 1.9M reactions from USPTO patents (1976-2016) (1) Given the reactants [Br:1][C:2]1[CH:10]=[CH:9][CH:8]=[C:7]2[C:3]=1[CH2:4][CH2:5][CH:6]2O.S(=O)(=O)(O)O, predict the reaction product. The product is: [Br:1][C:2]1[CH:10]=[CH:9][CH:8]=[C:7]2[C:3]=1[CH:4]=[CH:5][CH2:6]2. (2) Given the reactants [NH:1]1[C:11]2[C:6](=[CH:7][CH:8]=[CH:9][CH:10]=2)[C:4](=[O:5])[C:2]1=[O:3].[C:12]1([Mg]Br)[CH:17]=[CH:16][CH:15]=[CH:14][CH:13]=1.C(OCC)C, predict the reaction product. The product is: [OH:5][C:4]1([C:12]2[CH:17]=[CH:16][CH:15]=[CH:14][CH:13]=2)[C:6]2[C:11](=[CH:10][CH:9]=[CH:8][CH:7]=2)[NH:1][C:2]1=[O:3]. (3) Given the reactants [Cl:1][S:2]([OH:5])(=O)=[O:3].[NH:6]1[C:14]2[C:9](=[CH:10][CH:11]=[CH:12][CH:13]=2)[CH2:8][C:7]1=[O:15], predict the reaction product. The product is: [O:15]=[C:7]1[CH2:8][C:9]2[C:14](=[CH:13][CH:12]=[C:11]([S:2]([Cl:1])(=[O:5])=[O:3])[CH:10]=2)[NH:6]1. (4) Given the reactants C(OC([N:7]1[CH:11]=[C:10]([CH2:12][C:13]([O:15][CH3:16])=[O:14])[CH2:9][C@H:8]1[CH2:17][O:18][Si:19]([C:22]([CH3:25])([CH3:24])[CH3:23])([CH3:21])[CH3:20])=O)C=C.O.CCCC[SnH](CCCC)CCCC, predict the reaction product. The product is: [Si:19]([O:18][CH2:17][C@@H:8]1[CH2:9][C:10]([CH2:12][C:13]([O:15][CH3:16])=[O:14])=[CH:11][NH:7]1)([C:22]([CH3:25])([CH3:24])[CH3:23])([CH3:20])[CH3:21]. (5) Given the reactants [OH:1][C:2]1[CH:3]=[C:4]([CH:8]=[CH:9][CH:10]=1)[C:5](O)=[O:6].[NH2:11][C@@H:12]1[C@H:16]2[O:17][CH2:18][C@H:19]([NH:20][C:21](=[O:35])[C:22]3[CH:27]=[CH:26][CH:25]=[C:24]([O:28][C:29]4[CH:34]=[CH:33][CH:32]=[CH:31][CH:30]=4)[CH:23]=3)[C@H:15]2[O:14][CH2:13]1, predict the reaction product. The product is: [OH:1][C:2]1[CH:3]=[C:4]([CH:8]=[CH:9][CH:10]=1)[C:5]([NH:11][C@H:12]1[CH2:13][O:14][C@@H:15]2[C@@H:19]([NH:20][C:21](=[O:35])[C:22]3[CH:27]=[CH:26][CH:25]=[C:24]([O:28][C:29]4[CH:30]=[CH:31][CH:32]=[CH:33][CH:34]=4)[CH:23]=3)[CH2:18][O:17][C@H:16]12)=[O:6]. (6) The product is: [CH:1]([C:4]1[CH:5]=[CH:6][C:7]([CH2:8][NH:9][C:10]([C@H:12]2[CH2:17][N:16]([C:18](=[O:20])[CH3:19])[CH2:15][CH2:14][N:13]2[S:42]([C:33]2[CH:34]=[CH:35][C:36]([O:37][C:38]([F:39])([F:40])[F:41])=[C:31]([I:30])[CH:32]=2)(=[O:44])=[O:43])=[O:11])=[CH:21][CH:22]=1)([CH3:3])[CH3:2]. Given the reactants [CH:1]([C:4]1[CH:22]=[CH:21][C:7]([CH2:8][NH:9][C:10]([C@H:12]2[CH2:17][N:16]([C:18](=[O:20])[CH3:19])[CH2:15][CH2:14][NH:13]2)=[O:11])=[CH:6][CH:5]=1)([CH3:3])[CH3:2].C(N(CC)CC)C.[I:30][C:31]1[CH:32]=[C:33]([S:42](Cl)(=[O:44])=[O:43])[CH:34]=[CH:35][C:36]=1[O:37][C:38]([F:41])([F:40])[F:39], predict the reaction product.